From a dataset of Cav3 T-type calcium channel HTS with 100,875 compounds. Binary Classification. Given a drug SMILES string, predict its activity (active/inactive) in a high-throughput screening assay against a specified biological target. (1) The molecule is O=C(NCC1N(CCC1)CC)Cn1c(ccc1)C(=O)c1ccccc1. The result is 0 (inactive). (2) The drug is FC(F)c1n2nc(nc2nc(c1)C)C(=O)Nc1c(F)cc(F)cc1. The result is 0 (inactive). (3) The compound is O=C(c1c2c(n(Cc3ccc(cc3)C#N)c1)cccc2)CC. The result is 0 (inactive). (4) The molecule is O=C1C(=C(N(C1)c1cc(ccc1)C)N)c1n(c2c(n1)cccc2)C. The result is 0 (inactive). (5) The molecule is o1c(/C=C2\N(C(=C(C2=O)C(OC)=O)C)c2ccc(cc2)C)ccc1CNC(=O)C(=O)Nc1ccccc1. The result is 0 (inactive).